Dataset: Catalyst prediction with 721,799 reactions and 888 catalyst types from USPTO. Task: Predict which catalyst facilitates the given reaction. (1) Reactant: [C:1]([O:5][C:6](=[O:17])[NH:7][C@H:8]1[CH2:13][CH2:12][C@H:11]([CH2:14][CH:15]=[O:16])[CH2:10][CH2:9]1)([CH3:4])([CH3:3])[CH3:2].[Cl:18][C:19]1[CH:20]=[N:21][C:22]2[C:27]([C:28]=1[CH:29]=[O:30])=[N:26][C:25]([O:31][CH3:32])=[CH:24][CH:23]=2.N1CCC[C@H]1C(O)=O.C(OCC)(=O)C. Product: [C:1]([O:5][C:6](=[O:17])[NH:7][C@H:8]1[CH2:9][CH2:10][C@H:11]([CH:14]([CH:15]=[O:16])[CH:29]([C:28]2[C:27]3[C:22](=[CH:23][CH:24]=[C:25]([O:31][CH3:32])[N:26]=3)[N:21]=[CH:20][C:19]=2[Cl:18])[OH:30])[CH2:12][CH2:13]1)([CH3:4])([CH3:2])[CH3:3]. The catalyst class is: 58. (2) Reactant: Br[C:2]1[CH:27]=[CH:26][C:5]([CH2:6][N:7]2[C:15]3[C:10](=[N:11][CH:12]=[CH:13][CH:14]=3)[C:9]([C:16]([NH:18][C@H:19]3[CH2:24][CH2:23][CH2:22][CH2:21][C@@H:20]3[OH:25])=[O:17])=[CH:8]2)=[CH:4][CH:3]=1.[CH3:28][N:29]1[CH:33]=[CH:32][N:31]=[C:30]1[Sn](CCCC)(CCCC)CCCC. Product: [OH:25][C@H:20]1[CH2:21][CH2:22][CH2:23][CH2:24][C@@H:19]1[NH:18][C:16]([C:9]1[C:10]2=[N:11][CH:12]=[CH:13][CH:14]=[C:15]2[N:7]([CH2:6][C:5]2[CH:26]=[CH:27][C:2]([C:30]3[N:29]([CH3:28])[CH:33]=[CH:32][N:31]=3)=[CH:3][CH:4]=2)[CH:8]=1)=[O:17]. The catalyst class is: 12. (3) Reactant: [OH:1][C:2]1[C:3]([C:12]([OH:14])=O)=[CH:4][C:5]2[C:10]([CH:11]=1)=[CH:9][CH:8]=[CH:7][CH:6]=2.[C:15]1([Li])[CH:20]=[CH:19][CH:18]=[CH:17][CH:16]=1.C1CCCCC1.CCOCC. Product: [OH:1][C:2]1[C:3]([C:12]([C:15]2[CH:20]=[CH:19][CH:18]=[CH:17][CH:16]=2)=[O:14])=[CH:4][C:5]2[C:10]([CH:11]=1)=[CH:9][CH:8]=[CH:7][CH:6]=2. The catalyst class is: 1. (4) The catalyst class is: 2. Reactant: [OH:1][CH:2]1[CH2:5][N:4]([C:6]2[CH:7]=[N:8][CH:9]=[C:10]([CH:15]=2)[C:11]([O:13][CH3:14])=[O:12])[CH2:3]1.CC(OI1(OC(C)=O)(OC(C)=O)OC(=O)C2C=CC=CC1=2)=O. Product: [O:1]=[C:2]1[CH2:5][N:4]([C:6]2[CH:7]=[N:8][CH:9]=[C:10]([CH:15]=2)[C:11]([O:13][CH3:14])=[O:12])[CH2:3]1. (5) Reactant: [C:1]([CH2:3][C:4]([NH2:6])=[O:5])#[N:2].[H-].[Na+].[Cl:9][C:10]1[N:15]=[C:14]([NH:16][CH2:17][CH2:18][CH2:19][NH:20][C:21](=[O:27])[O:22][C:23]([CH3:26])([CH3:25])[CH3:24])[C:13]([C:28](F)=[O:29])=[CH:12][N:11]=1. Product: [NH2:2][C:1]1[N:16]([CH2:17][CH2:18][CH2:19][NH:20][C:21](=[O:27])[O:22][C:23]([CH3:24])([CH3:26])[CH3:25])[C:14]2[N:15]=[C:10]([Cl:9])[N:11]=[CH:12][C:13]=2[C:28](=[O:29])[C:3]=1[C:4](=[O:5])[NH2:6]. The catalyst class is: 3. (6) Reactant: P(Cl)(Cl)(Cl)=O.[C:6]1([CH:12]=[CH:13][C:14]([CH3:17])(O)[CH3:15])[CH:11]=[CH:10][CH:9]=[CH:8][CH:7]=1.[C:18]([O-:21])(=[O:20])C.[Na+]. Product: [CH3:15][C:14]([CH:13]=[CH:12][C:6]1[CH:11]=[CH:10][CH:9]=[CH:8][CH:7]=1)=[CH:17][C:18]([OH:21])=[O:20]. The catalyst class is: 35. (7) Reactant: [S:1]1[CH:5]=[CH:4][CH:3]=[C:2]1[CH2:6][NH:7][C:8]([C:10]1[NH:11][C:12]2[C:17]([CH:18]=1)=[CH:16][C:15]([C:19]1[CH:24]=[CH:23][CH:22]=[CH:21][CH:20]=1)=[CH:14][C:13]=2[Cl:25])=[O:9].[Cl:26]N1C(=O)CCC1=O. Product: [S:1]1[CH:5]=[CH:4][CH:3]=[C:2]1[CH2:6][NH:7][C:8]([C:10]1[NH:11][C:12]2[C:17]([C:18]=1[Cl:26])=[CH:16][C:15]([C:19]1[CH:24]=[CH:23][CH:22]=[CH:21][CH:20]=1)=[CH:14][C:13]=2[Cl:25])=[O:9]. The catalyst class is: 31.